From a dataset of Drug-target binding data from BindingDB using Ki measurements. Regression. Given a target protein amino acid sequence and a drug SMILES string, predict the binding affinity score between them. We predict pKi (pKi = -log10(Ki in M); higher means stronger inhibition). Dataset: bindingdb_ki. (1) The compound is O=C1c2ccccc2S(=O)(=O)N1CCCCN1CCN(c2cc(Cl)cc3c2OCCO3)CC1. The target protein sequence is MDVANNTTSPERSPEGAGGPGLAEVTLGYQLLTSLLLGTLILCAVSGNACVIAAIALERSLQTVANYLIGSLAVTDLMVSVLVLPMAALYQVLNKWTLGQVTCDIFISLDVLCCTSSILHLCAIALDRYWAITDPIDYVNKRTPRRAAVLISLTWLIGFLISIPPMLGWRTPEDRSDPDACTISKDHGYTIYSTFGAFYIPLLLMLVLYGRIFKAARFRIRKTVRKVEKKKVADTCLTLSPSALQKKSNGEPGKGWRRTVEHKPGVCVNGAVRQGEDGAALEIIEVQRCNSSSKTHLPLPSEACGSPPPPSFEKRNEKNTEAKRRMALSRERKTVKTLGIIMGTFILCWLPFFIVALVLPFCDSKCYMPKWLEAVINWLGYSNSLLNPIIYAYFNKDFQSAFKKIIKCKFCRQ. The pKi is 9.1. (2) The drug is CN[C@@H]1CC[C@@H](c2ccc(Cl)c(Cl)c2)c2ccccc21. The target is MLLARMKPQVQPELGGADQ. The pKi is 6.8. (3) The drug is CSCC[C@H](NC(=O)[C@H](Cc1ccccc1)NC(=O)CNC(=O)CNC(=O)[C@@H](N)Cc1ccc(O)cc1)C(=O)O. The target protein (P47748) has sequence MESLFPAPFWEVLYGSHLQGNLSLLSPNHSGLPPHLLLNASHSAFLPLGLKVTIVGLYLAVCIGGLLGNCLVMYVILRHTKMKTATNIYIFNLALADTLVLLTLPFQATDILLGFWPFGNTLCKTVIAIDYYNMFTSTFTLTAMSVDRYVAICHPIRALDVRTSSKAQAVNVAIWALALVVGVPVAIMGSAQVEDEEIECLVEIPDPQDYWGPVFAVSIFLFSFIIPVLIISVCYSLMIRRLHGVRLLSGSREKDRNLRRITRLVLVVVAVFVGCWTPVQVFVLVQGLGVQPGSETTVAILRFCTALGYVNSCLNPILYAFLDENFKACFRKFCCASALHREMQVSDRVRSIAKDVALGCKTTETVPRPA. The pKi is 6.6. (4) The drug is CSCCC(NC(=O)C(CC(C)C)NC(=O)C(Cc1cnc[nH]1)NC(=O)CNC(=O)C(NC(=O)C(C)NC(=O)C(Cc1c[nH]c2ccccc12)NC(=O)C(Cc1cnc[nH]1)NC(=O)C(CC(N)=O)NC(=O)CN)C(C)C)C(N)=O. The target protein (P01356) has sequence MNGGLCLCVLMAVLAAGTLAQPVPPADSAVPGAQEEEAHRRQLRAVQKVDGESRAHLGALLARYIQQARKAPSGRVSMIKNLQSLDPSHRISDRDYMGWMDFGRRSAEEYEYTS. The pKi is 6.2.